From a dataset of Reaction yield outcomes from USPTO patents with 853,638 reactions. Predict the reaction yield, written as a fraction of the theoretical maximum amount of product (1.0 means a 100% yield; for example, 0.34 means a 34% yield). The reactants are [CH3:1][C:2]1([CH3:20])[O:7][CH2:6][CH:5]([CH2:8][O:9][C:10]2[C:15]([CH3:16])=[CH:14][N+:13]([O-])=[C:12]([CH3:18])[C:11]=2[CH3:19])[CH2:4][O:3]1. The catalyst is C(OC(=O)C)(=O)C. The product is [C:2]([O:7][CH2:18][C:12]1[C:11]([CH3:19])=[C:10]([O:9][CH2:8][CH:5]2[CH2:6][O:7][C:2]([CH3:20])([CH3:1])[O:3][CH2:4]2)[C:15]([CH3:16])=[CH:14][N:13]=1)(=[O:3])[CH3:1]. The yield is 0.504.